This data is from Full USPTO retrosynthesis dataset with 1.9M reactions from patents (1976-2016). The task is: Predict the reactants needed to synthesize the given product. (1) Given the product [Cl:1][C:2]1[CH:10]=[C:9]2[C:5]([C:6]3([CH2:13][CH2:12]3)[CH2:7][NH:8]2)=[CH:4][CH:3]=1, predict the reactants needed to synthesize it. The reactants are: [Cl:1][C:2]1[CH:10]=[C:9]2[C:5]([C:6]3([CH2:13][CH2:12]3)[C:7](=O)[NH:8]2)=[CH:4][CH:3]=1.CO. (2) Given the product [Br:1][C:2]1[N:7]=[C:6]([C@:8]2([CH3:9])[C@@H:10]([F:17])[C@@H:11]([C:12]([F:15])([F:14])[F:13])[O:16][C:19]([NH:21][C:22](=[O:29])[C:23]3[CH:28]=[CH:27][CH:26]=[CH:25][CH:24]=3)=[N:18]2)[C:5]([F:30])=[CH:4][CH:3]=1, predict the reactants needed to synthesize it. The reactants are: [Br:1][C:2]1[N:7]=[C:6]([C@@:8]([NH:18][C:19]([NH:21][C:22](=[O:29])[C:23]2[CH:28]=[CH:27][CH:26]=[CH:25][CH:24]=2)=S)([C@@H:10]([F:17])[C@H:11]([OH:16])[C:12]([F:15])([F:14])[F:13])[CH3:9])[C:5]([F:30])=[CH:4][CH:3]=1.CCN=C=NCCCN(C)C.Cl. (3) The reactants are: [CH2:1]([N:8]1[CH2:13][CH2:12][N:11]([C:14]([C:16]2[CH:20]=[C:19]([CH3:21])[N:18]([C:22]3[CH:27]=[CH:26][CH:25]=[CH:24][CH:23]=3)[C:17]=2[C:28]2[CH:33]=[CH:32][CH:31]=[CH:30][CH:29]=2)=[O:15])[CH:10]([CH2:34][C:35]([O:37]C)=[O:36])[CH2:9]1)[C:2]1[CH:7]=[CH:6][CH:5]=[CH:4][CH:3]=1.[OH-].[Li+].Cl.[Cl-].[Na+]. Given the product [CH2:1]([N:8]1[CH2:13][CH2:12][N:11]([C:14]([C:16]2[CH:20]=[C:19]([CH3:21])[N:18]([C:22]3[CH:23]=[CH:24][CH:25]=[CH:26][CH:27]=3)[C:17]=2[C:28]2[CH:33]=[CH:32][CH:31]=[CH:30][CH:29]=2)=[O:15])[CH:10]([CH2:34][C:35]([OH:37])=[O:36])[CH2:9]1)[C:2]1[CH:7]=[CH:6][CH:5]=[CH:4][CH:3]=1, predict the reactants needed to synthesize it. (4) Given the product [CH:13]([C:15]1[NH:16][CH:17]=[CH:18][CH:19]=1)=[O:12].[CH3:11][O:12][C:13]([C:15]1[NH:16][CH:17]=[C:18]([CH:4]=[O:5])[CH:19]=1)=[O:14].[CH3:11][O:12][C:13]([C:15]1[NH:16][C:17]([CH:4]=[O:5])=[CH:18][CH:19]=1)=[O:14], predict the reactants needed to synthesize it. The reactants are: CN([CH:4]=[O:5])C.O=P(Cl)(Cl)Cl.[CH3:11][O:12][C:13]([C:15]1[NH:16][CH:17]=[CH:18][CH:19]=1)=[O:14].